From a dataset of Reaction yield outcomes from USPTO patents with 853,638 reactions. Predict the reaction yield, written as a fraction of the theoretical maximum amount of product (1.0 means a 100% yield; for example, 0.34 means a 34% yield). (1) The reactants are [OH-].[K+].[CH2:3]([C:10]1[NH:14][C:13]2[CH:15]=[CH:16][C:17]([Br:19])=[CH:18][C:12]=2[N:11]=1)[C:4]1[CH:9]=[CH:8][CH:7]=[CH:6][CH:5]=1.[CH3:20]I. The catalyst is CC(C)=O.C(Cl)Cl. The product is [CH2:3]([C:10]1[N:14]([CH3:20])[C:13]2[CH:15]=[CH:16][C:17]([Br:19])=[CH:18][C:12]=2[N:11]=1)[C:4]1[CH:5]=[CH:6][CH:7]=[CH:8][CH:9]=1. The yield is 0.370. (2) The reactants are C1N=CN(C(N2C=NC=C2)=O)C=1.[O:13]1[CH2:18][CH2:17][CH:16]([C:19]([OH:21])=O)[CH2:15][CH2:14]1.[Cl:22][C:23]1[CH:36]=[C:35]([CH2:37][N:38]2[CH2:42][CH2:41][CH2:40][CH2:39]2)[C:34]([Cl:43])=[CH:33][C:24]=1[O:25][C@H:26]1[CH2:29][C@H:28]([CH2:30][NH:31][CH3:32])[CH2:27]1. The catalyst is C1COCC1. The product is [Cl:22][C:23]1[CH:36]=[C:35]([CH2:37][N:38]2[CH2:42][CH2:41][CH2:40][CH2:39]2)[C:34]([Cl:43])=[CH:33][C:24]=1[O:25][C@H:26]1[CH2:27][C@H:28]([CH2:30][N:31]([CH3:32])[C:19]([CH:16]2[CH2:15][CH2:14][O:13][CH2:18][CH2:17]2)=[O:21])[CH2:29]1. The yield is 0.500.